Predict the reactants needed to synthesize the given product. From a dataset of Full USPTO retrosynthesis dataset with 1.9M reactions from patents (1976-2016). Given the product [F:22][C:23]([F:34])([F:33])[C:24]([NH:2][C:1]([C@@H:4]1[CH2:8][CH2:7][CH2:6][N:5]1[C:9]([O:11][C:12]([CH3:15])([CH3:14])[CH3:13])=[O:10])=[O:3])=[O:25], predict the reactants needed to synthesize it. The reactants are: [C:1]([C@@H:4]1[CH2:8][CH2:7][CH2:6][N:5]1[C:9]([O:11][C:12]([CH3:15])([CH3:14])[CH3:13])=[O:10])(=[O:3])[NH2:2].C(=O)([O-])[O-].[Na+].[Na+].[F:22][C:23]([F:34])([F:33])[C:24](O[C:24](=[O:25])[C:23]([F:34])([F:33])[F:22])=[O:25].